Dataset: Full USPTO retrosynthesis dataset with 1.9M reactions from patents (1976-2016). Task: Predict the reactants needed to synthesize the given product. (1) Given the product [Cl:1][C:2]1[CH:24]=[C:23]([Cl:25])[CH:22]=[CH:21][C:3]=1[CH2:4][O:5][C:6]1[CH:11]=[C:10]([O:12][CH2:13][CH2:14][O:15][CH3:16])[CH:9]=[CH:8][C:7]=1[CH2:17][CH2:18][CH2:19][O:20][C:27]1[CH:31]=[C:30]([CH2:32][CH2:33][C:34]([OH:36])=[O:35])[N:29]([CH3:39])[N:28]=1, predict the reactants needed to synthesize it. The reactants are: [Cl:1][C:2]1[CH:24]=[C:23]([Cl:25])[CH:22]=[CH:21][C:3]=1[CH2:4][O:5][C:6]1[CH:11]=[C:10]([O:12][CH2:13][CH2:14][O:15][CH3:16])[CH:9]=[CH:8][C:7]=1[CH2:17][CH2:18][CH2:19][OH:20].O[C:27]1[CH:31]=[C:30]([CH2:32][CH2:33][C:34]([O:36]CC)=[O:35])[N:29]([CH3:39])[N:28]=1.C(P(CCCC)CCCC)CCC.N(C(N1CCCCC1)=O)=NC(N1CCCCC1)=O.O1CCCC1CO.[OH-].[Na+].Cl. (2) Given the product [CH3:26][C:23]([CH3:27])([CH2:22][C@@:13]1([C:16]2[CH:21]=[CH:20][CH:19]=[CH:18][CH:17]=2)[O:12][C:11](=[O:28])[N:10]([C@H:8]([C:5]2[CH:6]=[CH:7][C:2]([B:32]3[O:33][C:34]([CH3:36])([CH3:35])[C:30]([CH3:46])([CH3:29])[O:31]3)=[CH:3][CH:4]=2)[CH3:9])[CH2:15][CH2:14]1)[C:24]#[N:25], predict the reactants needed to synthesize it. The reactants are: Br[C:2]1[CH:7]=[CH:6][C:5]([C@@H:8]([N:10]2[CH2:15][CH2:14][C@:13]([CH2:22][C:23]([CH3:27])([CH3:26])[C:24]#[N:25])([C:16]3[CH:21]=[CH:20][CH:19]=[CH:18][CH:17]=3)[O:12][C:11]2=[O:28])[CH3:9])=[CH:4][CH:3]=1.[CH3:29][C:30]1([CH3:46])[C:34]([CH3:36])([CH3:35])[O:33][B:32]([B:32]2[O:33][C:34]([CH3:36])([CH3:35])[C:30]([CH3:46])([CH3:29])[O:31]2)[O:31]1.CC([O-])=O.[K+]. (3) Given the product [F:17][C:15]1[CH:16]=[C:11]([CH2:10][C@@H:9]([C:19]2[C:24]([C:25]3[CH:26]=[CH:27][C:28]([F:34])=[C:29]([CH:33]=3)[C:30]([NH2:32])=[O:31])=[CH:23][CH:22]=[CH:21][N:20]=2)[NH:8][C:47](=[O:49])[CH2:46][CH:38]2[C:37]3[C:41](=[C:42]([CH3:45])[CH:43]=[CH:44][C:36]=3[CH3:35])[NH:40][C:39]2=[O:4])[CH:12]=[C:13]([F:18])[CH:14]=1, predict the reactants needed to synthesize it. The reactants are: FC(F)(F)C(O)=[O:4].[NH2:8][C@H:9]([C:19]1[C:24]([C:25]2[CH:26]=[CH:27][C:28]([F:34])=[C:29]([CH:33]=2)[C:30]([NH2:32])=[O:31])=[CH:23][CH:22]=[CH:21][N:20]=1)[CH2:10][C:11]1[CH:16]=[C:15]([F:17])[CH:14]=[C:13]([F:18])[CH:12]=1.[CH3:35][C:36]1[CH:44]=[CH:43][C:42]([CH3:45])=[C:41]2[C:37]=1[CH:38]([CH2:46][C:47]([OH:49])=O)[CH2:39][NH:40]2. (4) Given the product [F:28][C:21]([F:29])([C:22]1[CH:27]=[CH:26][CH:25]=[CH:24][N:23]=1)[CH2:20][NH:19][C:13]1[C:12]2[N:11]=[C:9]([CH2:8][C:6]3[CH:7]=[CH:2][CH:3]=[CH:4][C:5]=3[N:30]3[CH:34]=[N:33][CH:32]=[N:31]3)[O:18][C:17]=2[CH:16]=[CH:15][N:14]=1, predict the reactants needed to synthesize it. The reactants are: Cl[C:2]1[CH:3]=[CH:4][C:5]([N:30]2[CH:34]=[N:33][CH:32]=[N:31]2)=[C:6]([CH2:8][C:9]([NH:11][C:12]2[C:13]([NH:19][CH2:20][C:21]([F:29])([F:28])[C:22]3[CH:27]=[CH:26][CH:25]=[CH:24][N:23]=3)=[N:14][CH:15]=[CH:16][C:17]=2[OH:18])=O)[CH:7]=1.C1(P(C2C=CC=CC=2)C2C=CC=CC=2)C=CC=CC=1.CC(OC(/N=N/C(OC(C)C)=O)=O)C. (5) Given the product [CH2:1]([N:8]([CH2:45][C:46]1[CH:47]=[CH:48][CH:49]=[CH:50][CH:51]=1)[CH2:9][CH2:10][N:11]1[C:16]2[CH:17]=[C:18]([C:22]([N:24]([CH:38]([CH3:39])[CH3:40])[C@@H:25]3[CH2:30][CH2:29][CH2:28][N:27]([C:31]([O:33][C:34]([CH3:36])([CH3:37])[CH3:35])=[O:32])[CH2:26]3)=[O:23])[C:19]([CH3:21])=[CH:20][C:15]=2[O:14][C:13]([CH2:42][O:43][CH3:54])([CH3:41])[C:12]1=[O:44])[C:2]1[CH:7]=[CH:6][CH:5]=[CH:4][CH:3]=1, predict the reactants needed to synthesize it. The reactants are: [CH2:1]([N:8]([CH2:45][C:46]1[CH:51]=[CH:50][CH:49]=[CH:48][CH:47]=1)[CH2:9][CH2:10][N:11]1[C:16]2[CH:17]=[C:18]([C:22]([N:24]([CH:38]([CH3:40])[CH3:39])[C@@H:25]3[CH2:30][CH2:29][CH2:28][N:27]([C:31]([O:33][C:34]([CH3:37])([CH3:36])[CH3:35])=[O:32])[CH2:26]3)=[O:23])[C:19]([CH3:21])=[CH:20][C:15]=2[O:14][C:13]([CH2:42][OH:43])([CH3:41])[C:12]1=[O:44])[C:2]1[CH:7]=[CH:6][CH:5]=[CH:4][CH:3]=1.[H-].[Na+].[CH3:54]I.[Cl-].[NH4+]. (6) Given the product [CH2:21]([O:20][C:18]([C:17]1[O:12][C:11]([CH2:10][CH2:9][C:6]2[CH:5]=[CH:4][C:3]([C:2]([F:14])([F:15])[F:1])=[CH:8][CH:7]=2)=[N:13][C:23]=1[CH3:25])=[O:19])[CH3:22], predict the reactants needed to synthesize it. The reactants are: [F:1][C:2]([F:15])([F:14])[C:3]1[CH:8]=[CH:7][C:6]([CH2:9][CH2:10][C:11]([NH2:13])=[O:12])=[CH:5][CH:4]=1.Cl[CH:17]([C:23]([CH3:25])=O)[C:18]([O:20][CH2:21][CH3:22])=[O:19]. (7) Given the product [CH2:13]([O:20][C:21]1[C:22]([F:36])=[CH:23][C:24]([NH:27][C:28]([C:30]2[CH:35]=[N:34][CH:33]=[CH:32][N:31]=2)=[O:29])=[C:25]([N+:8]([O-:11])=[O:9])[CH:26]=1)[C:14]1[CH:15]=[CH:16][CH:17]=[CH:18][CH:19]=1, predict the reactants needed to synthesize it. The reactants are: FC(F)(F)C(O)=O.[N+:8]([O-:11])([O-])=[O:9].[K+].[CH2:13]([O:20][C:21]1[CH:26]=[CH:25][C:24]([NH:27][C:28]([C:30]2[CH:35]=[N:34][CH:33]=[CH:32][N:31]=2)=[O:29])=[CH:23][C:22]=1[F:36])[C:14]1[CH:19]=[CH:18][CH:17]=[CH:16][CH:15]=1. (8) Given the product [CH3:1][O:2][C:3]([C:5]1[CH:10]=[C:9]([Br:11])[C:8](=[O:12])[N:7]([CH2:13][CH2:14][C:15]2[CH:16]=[CH:17][CH:18]=[CH:19][CH:20]=2)[C:6]=1[CH2:21][Br:22])=[O:4], predict the reactants needed to synthesize it. The reactants are: [CH3:1][O:2][C:3]([C:5]1[CH:10]=[C:9]([Br:11])[C:8](=[O:12])[N:7]([CH2:13][CH2:14][C:15]2[CH:20]=[CH:19][CH:18]=[CH:17][CH:16]=2)[C:6]=1[CH3:21])=[O:4].[Br:22]N1C(=O)CCC1=O.C(OOC(=O)C1C=CC=CC=1)(=O)C1C=CC=CC=1.